Dataset: Full USPTO retrosynthesis dataset with 1.9M reactions from patents (1976-2016). Task: Predict the reactants needed to synthesize the given product. (1) The reactants are: [Cl:1][C:2]1[CH:7]=[C:6](I)[CH:5]=[CH:4][C:3]=1[CH3:9].C1(P(C2C=CC=CC=2)C2C=CC=CC=2)C=CC=CC=1.[CH2:29]([OH:32])[C:30]#[CH:31].C(N(C(C)C)CC)(C)C. Given the product [Cl:1][C:2]1[CH:7]=[C:6]([C:31]#[C:30][CH2:29][OH:32])[CH:5]=[CH:4][C:3]=1[CH3:9], predict the reactants needed to synthesize it. (2) Given the product [CH2:29]([N:1]1[C:5]2[CH:6]=[CH:7][CH:8]=[CH:9][C:4]=2[N:3]=[C:2]1[S:10][C:11]1[N:12]([CH2:21][CH2:22][CH:23]=[C:24]([CH3:26])[CH3:25])[C:13]2[C:18]([N:19]=1)=[C:17]([NH2:20])[N:16]=[CH:15][N:14]=2)[CH:28]=[CH2:27], predict the reactants needed to synthesize it. The reactants are: [NH:1]1[C:5]2[CH:6]=[CH:7][CH:8]=[CH:9][C:4]=2[N:3]=[C:2]1[S:10][C:11]1[N:12]([CH2:21][CH2:22][CH:23]=[C:24]([CH3:26])[CH3:25])[C:13]2[C:18]([N:19]=1)=[C:17]([NH2:20])[N:16]=[CH:15][N:14]=2.[CH2:27](Br)[CH:28]=[CH2:29].C([O-])([O-])=O.[Cs+].[Cs+].CO.